From a dataset of Catalyst prediction with 721,799 reactions and 888 catalyst types from USPTO. Predict which catalyst facilitates the given reaction. (1) Reactant: [CH3:1][O:2][C:3]1[CH:11]=[C:10]2[C:6]([CH2:7]/[C:8](=[CH:13]\[C:14]3[CH:19]=[CH:18][CH:17]=[C:16]([C:20]([F:23])([F:22])[F:21])[CH:15]=3)/[C:9]2=[O:12])=[CH:5][C:4]=1[N:24]1[CH2:29][CH2:28][CH:27]([CH3:30])[CH2:26][CH2:25]1. Product: [CH3:1][O:2][C:3]1[CH:11]=[C:10]2[C:6]([CH2:7][CH:8]([CH2:13][C:14]3[CH:19]=[CH:18][CH:17]=[C:16]([C:20]([F:23])([F:22])[F:21])[CH:15]=3)[C:9]2=[O:12])=[CH:5][C:4]=1[N:24]1[CH2:29][CH2:28][CH:27]([CH3:30])[CH2:26][CH2:25]1. The catalyst class is: 94. (2) Reactant: N(OC(C)(C)C)=O.[F:8][C:9]1[CH:10]=[C:11]([CH:13]=[CH:14][C:15]=1[C:16]([N:18]1[CH2:23][CH2:22][O:21][CH2:20][CH2:19]1)=[O:17])[NH2:12].[N:24]([Si](C)(C)C)=[N+:25]=[N-]. Product: [N:12]([C:11]1[CH:13]=[CH:14][C:15]([C:16]([N:18]2[CH2:23][CH2:22][O:21][CH2:20][CH2:19]2)=[O:17])=[C:9]([F:8])[CH:10]=1)=[N+:24]=[N-:25]. The catalyst class is: 25. (3) Reactant: [C:1]([C:4]1[C:33](=[O:34])[N:32]([CH:35]2[CH2:39][CH2:38][CH2:37][CH2:36]2)[C:7]2[N:8]=[C:9]([NH:12][C:13]3[N:18]=[N:17][C:16]([N:19]4[CH2:24][CH2:23][N:22](C(OC(C)(C)C)=O)[CH2:21][CH2:20]4)=[CH:15][CH:14]=3)[N:10]=[CH:11][C:6]=2[C:5]=1[CH3:40])(=[O:3])[CH3:2]. Product: [C:1]([C:4]1[C:33](=[O:34])[N:32]([CH:35]2[CH2:39][CH2:38][CH2:37][CH2:36]2)[C:7]2[N:8]=[C:9]([NH:12][C:13]3[N:18]=[N:17][C:16]([N:19]4[CH2:20][CH2:21][NH:22][CH2:23][CH2:24]4)=[CH:15][CH:14]=3)[N:10]=[CH:11][C:6]=2[C:5]=1[CH3:40])(=[O:3])[CH3:2]. The catalyst class is: 4.